Dataset: Forward reaction prediction with 1.9M reactions from USPTO patents (1976-2016). Task: Predict the product of the given reaction. (1) Given the reactants CN(C=O)C.[CH:6]1([C:11]2([CH3:18])[NH:15][C:14](=[O:16])[NH:13][C:12]2=[O:17])[CH2:10][CH2:9][CH2:8][CH2:7]1.C([O-])([O-])=O.[K+].[K+].Br[CH2:26][C:27]([C:29]1[CH:34]=[CH:33][CH:32]=[CH:31][CH:30]=1)=[O:28], predict the reaction product. The product is: [CH:6]1([C:11]2([CH3:18])[NH:15][C:14](=[O:16])[N:13]([CH2:26][C:27](=[O:28])[C:29]3[CH:34]=[CH:33][CH:32]=[CH:31][CH:30]=3)[C:12]2=[O:17])[CH2:7][CH2:8][CH2:9][CH2:10]1. (2) Given the reactants [C:1]([O:5][C:6]([NH:8][C@@H:9]([CH2:20][CH3:21])[C:10]([N:12]1[CH2:19][CH2:18][CH2:17][C@H:13]1[C:14]([OH:16])=O)=[O:11])=[O:7])([CH3:4])([CH3:3])[CH3:2].C(N1CCOCC1)C.ClC(OCC(C)C)=O.[CH2:38]([NH2:42])[CH2:39][CH2:40][CH3:41], predict the reaction product. The product is: [CH2:38]([NH:42][C:14](=[O:16])[C@@H:13]1[CH2:17][CH2:18][CH2:19][N:12]1[C:10](=[O:11])[C@@H:9]([NH:8][C:6]([O:5][C:1]([CH3:2])([CH3:3])[CH3:4])=[O:7])[CH2:20][CH3:21])[CH2:39][CH2:40][CH3:41]. (3) Given the reactants [C:1]([O:5][C:6]([N:8]1[CH2:13][CH2:12][CH:11]([O:14][CH2:15][C:16](=O)[NH:17][NH:18][C:19]([C:21]2[CH:26]=[CH:25][N:24]=[CH:23][CH:22]=2)=O)[CH2:10][CH2:9]1)=[O:7])([CH3:4])([CH3:3])[CH3:2].COC1C=CC(P2(SP(C3C=CC(OC)=CC=3)(=S)S2)=[S:37])=CC=1, predict the reaction product. The product is: [C:1]([O:5][C:6]([N:8]1[CH2:13][CH2:12][CH:11]([O:14][CH2:15][C:16]2[S:37][C:19]([C:21]3[CH:26]=[CH:25][N:24]=[CH:23][CH:22]=3)=[N:18][N:17]=2)[CH2:10][CH2:9]1)=[O:7])([CH3:4])([CH3:3])[CH3:2]. (4) Given the reactants [ClH:1].Cl.[N:3]1[N:4]=[C:5]([C:12]2[CH:21]=[CH:20][C:19]3[C:14](=[C:15]([O:22][CH2:23][C:24]4([F:30])[CH2:29][CH2:28][NH:27][CH2:26][CH2:25]4)[CH:16]=[CH:17][CH:18]=3)[N:13]=2)[N:6]2[CH:11]=[CH:10][CH:9]=[CH:8][C:7]=12.[CH2:31](N(CC)CC)C.C=O.O.[BH-](OC(C)=O)(OC(C)=O)OC(C)=O.[Na+].C([O-])(O)=O.[Na+], predict the reaction product. The product is: [ClH:1].[ClH:1].[N:3]1[N:4]=[C:5]([C:12]2[CH:21]=[CH:20][C:19]3[C:14](=[C:15]([O:22][CH2:23][C:24]4([F:30])[CH2:29][CH2:28][N:27]([CH3:31])[CH2:26][CH2:25]4)[CH:16]=[CH:17][CH:18]=3)[N:13]=2)[N:6]2[CH:11]=[CH:10][CH:9]=[CH:8][C:7]=12. (5) Given the reactants [C:1]([O:5][C:6]([N:8]1[CH2:15][CH:14]2[N:16](CC3C=CC=CC=3)[CH:10]([CH2:11][O:12][CH2:13]2)[CH2:9]1)=[O:7])([CH3:4])([CH3:3])[CH3:2], predict the reaction product. The product is: [C:1]([O:5][C:6]([N:8]1[CH2:9][CH:10]2[NH:16][CH:14]([CH2:13][O:12][CH2:11]2)[CH2:15]1)=[O:7])([CH3:4])([CH3:2])[CH3:3]. (6) Given the reactants O[CH2:2][C:3]1[CH:8]=[CH:7][N:6]=[C:5]([NH:9][C:10](=[O:12])[CH3:11])[CH:4]=1.C(N(CC)CC)C.CS(Cl)(=O)=O.[Cl:25][C:26]1[CH:27]=[C:28]([CH:42]=[C:43]([CH3:45])[CH:44]=1)[C:29]([C:31]1[NH:36][C:35](=[O:37])[NH:34][C:33](=[O:38])[C:32]=1[CH:39]([CH3:41])[CH3:40])=[O:30].C(=O)([O-])[O-].[K+].[K+].[I-].[Li+], predict the reaction product. The product is: [Cl:25][C:26]1[CH:27]=[C:28]([CH:42]=[C:43]([CH3:45])[CH:44]=1)[C:29]([C:31]1[N:36]([CH2:2][C:3]2[CH:8]=[CH:7][N:6]=[C:5]([NH:9][C:10](=[O:12])[CH3:11])[CH:4]=2)[C:35](=[O:37])[NH:34][C:33](=[O:38])[C:32]=1[CH:39]([CH3:40])[CH3:41])=[O:30].